Dataset: TCR-epitope binding with 47,182 pairs between 192 epitopes and 23,139 TCRs. Task: Binary Classification. Given a T-cell receptor sequence (or CDR3 region) and an epitope sequence, predict whether binding occurs between them. The epitope is KAFSPEVIPMF. The TCR CDR3 sequence is CASSLVSNYGYTF. Result: 1 (the TCR binds to the epitope).